From a dataset of Catalyst prediction with 721,799 reactions and 888 catalyst types from USPTO. Predict which catalyst facilitates the given reaction. The catalyst class is: 12. Product: [CH3:27][S:28]([C:31]1[CH:36]=[C:35]([C:2]2[CH:3]=[CH:4][C:5]([N:8]3[C:12]([C:13]4[CH:18]=[CH:17][CH:16]=[CH:15][C:14]=4[C:19]([F:22])([F:20])[F:21])=[CH:11][C:10]([C:23]([F:25])([F:24])[F:26])=[N:9]3)=[CH:6][CH:7]=2)[CH:34]=[CH:33][CH:32]=1)(=[O:30])=[O:29]. Reactant: Br[C:2]1[CH:7]=[CH:6][C:5]([N:8]2[C:12]([C:13]3[CH:18]=[CH:17][CH:16]=[CH:15][C:14]=3[C:19]([F:22])([F:21])[F:20])=[CH:11][C:10]([C:23]([F:26])([F:25])[F:24])=[N:9]2)=[CH:4][CH:3]=1.[CH3:27][S:28]([C:31]1[CH:32]=[C:33](B(O)O)[CH:34]=[CH:35][CH:36]=1)(=[O:30])=[O:29].C([O-])([O-])=O.[K+].[K+].O.